Dataset: Peptide-MHC class II binding affinity with 134,281 pairs from IEDB. Task: Regression. Given a peptide amino acid sequence and an MHC pseudo amino acid sequence, predict their binding affinity value. This is MHC class II binding data. The peptide sequence is LVQSYGWNIVTMKSGVDV. The binding affinity (normalized) is 0.358. The MHC is DRB5_0101 with pseudo-sequence DRB5_0101.